From a dataset of Full USPTO retrosynthesis dataset with 1.9M reactions from patents (1976-2016). Predict the reactants needed to synthesize the given product. (1) The reactants are: Br[C:2]1[CH:3]=[C:4]([NH:8][CH:9]([C:13]2[CH:18]=[CH:17][CH:16]=[CH:15][CH:14]=2)[C:10]([NH2:12])=[O:11])[CH:5]=[N:6][CH:7]=1.[CH3:19][O:20][C:21]1[CH:22]=[CH:23][C:24]([F:30])=[C:25](B(O)O)[CH:26]=1.C(=O)([O-])[O-].[K+].[K+].COCCOC. Given the product [F:30][C:24]1[CH:25]=[CH:26][C:21]([O:20][CH3:19])=[CH:22][C:23]=1[C:2]1[CH:3]=[C:4]([NH:8][CH:9]([C:13]2[CH:18]=[CH:17][CH:16]=[CH:15][CH:14]=2)[C:10]([NH2:12])=[O:11])[CH:5]=[N:6][CH:7]=1, predict the reactants needed to synthesize it. (2) Given the product [Br:36][C:37]1[CH:42]=[CH:41][C:40]2[NH:43][C:15]([CH2:14][C:9]3[NH:10][C:11](=[O:13])[CH:12]=[C:7]([N:1]4[CH2:2][CH2:3][O:4][CH2:5][CH2:6]4)[N:8]=3)=[N:44][C:39]=2[CH:38]=1, predict the reactants needed to synthesize it. The reactants are: [N:1]1([C:7]2[N:8]=[C:9]([CH2:14][C:15]([O-])=O)[NH:10][C:11](=[O:13])[CH:12]=2)[CH2:6][CH2:5][O:4][CH2:3][CH2:2]1.[Na+].CN(C)C=O.Cl.CN(C)CCCN=C=NCC.[Br:36][C:37]1[CH:38]=[C:39]([NH2:44])[C:40]([NH2:43])=[CH:41][CH:42]=1. (3) Given the product [CH3:1][O:2][C:3]([C:5]1[S:6][C:7]([C:11]2[CH:16]=[CH:15][C:14]([OH:17])=[CH:13][C:12]=2[CH3:19])=[C:8]([CH3:10])[CH:9]=1)=[O:4], predict the reactants needed to synthesize it. The reactants are: [CH3:1][O:2][C:3]([C:5]1[S:6][C:7]([C:11]2[CH:16]=[CH:15][C:14]([O:17]C)=[CH:13][C:12]=2[CH3:19])=[C:8]([CH3:10])[CH:9]=1)=[O:4].B(Br)(Br)Br. (4) Given the product [ClH:9].[Br:2][C:3]1[CH:8]=[CH:7][C:6]([Cl:9])=[CH:5][C:4]=1[NH:10][N:11]=[C:17]1[CH2:18][CH2:19][NH:14][CH2:15][CH2:16]1, predict the reactants needed to synthesize it. The reactants are: Cl.[Br:2][C:3]1[CH:8]=[CH:7][C:6]([Cl:9])=[CH:5][C:4]=1[NH:10][NH2:11].O.Cl.[NH:14]1[CH2:19][CH2:18][C:17](=O)[CH2:16][CH2:15]1. (5) Given the product [CH:1]1[CH:2]=[CH:3][N:4]2[CH2:10][C:9]3[CH:11]=[CH:12][CH:13]=[CH:14][C:8]=3[N:7]([C:20]([C:19]3[CH:23]=[CH:24][C:16]([C:10]4[CH:9]([CH3:11])[CH2:8][CH2:14][CH2:31][C:29]=4[CH3:30])=[CH:17][CH:18]=3)=[O:21])[CH2:6][C:5]=12, predict the reactants needed to synthesize it. The reactants are: [CH:1]1[CH:2]=[CH:3][N:4]2[CH2:10][C:9]3[CH:11]=[CH:12][CH:13]=[CH:14][C:8]=3[NH:7][CH2:6][C:5]=12.Br[C:16]1[CH:24]=[CH:23][C:19]([C:20](Cl)=[O:21])=[CH:18][CH:17]=1.C(N(CC)[CH:29]([CH3:31])[CH3:30])(C)C. (6) Given the product [C:1]([Si:5]([CH3:15])([CH3:14])[O:6][C:7]1[C:8](=[O:13])[C:9](=[CH:21][N:22]([CH3:24])[CH3:23])[CH2:10][CH2:11][CH:12]=1)([CH3:4])([CH3:3])[CH3:2], predict the reactants needed to synthesize it. The reactants are: [C:1]([Si:5]([CH3:15])([CH3:14])[O:6][C:7]1[C:8](=[O:13])[CH2:9][CH2:10][CH2:11][CH:12]=1)([CH3:4])([CH3:3])[CH3:2].CC(O[CH:21](N(C)C)[N:22]([CH3:24])[CH3:23])(C)C. (7) Given the product [CH3:9][O:10][C:11](=[O:40])/[C:12](/[NH:13][C:14](=[O:33])[C:15]1[CH:20]=[CH:19][C:18]([C:21]([NH:23][CH2:24][C:25]2[CH:30]=[CH:29][CH:28]=[C:27]([OH:31])[CH:26]=2)=[O:22])=[CH:17][C:16]=1[Cl:32])=[CH:49]/[C:48]1[S:47][CH:46]=[N:45][C:44]=1[CH:42]([CH3:43])[CH3:41], predict the reactants needed to synthesize it. The reactants are: CN(C)C(N(C)C)=N.[CH3:9][O:10][C:11](=[O:40])[CH:12](P(OC)(OC)=O)[NH:13][C:14](=[O:33])[C:15]1[CH:20]=[CH:19][C:18]([C:21]([NH:23][CH2:24][C:25]2[CH:30]=[CH:29][CH:28]=[C:27]([OH:31])[CH:26]=2)=[O:22])=[CH:17][C:16]=1[Cl:32].[CH3:41][CH:42]([C:44]1[N:45]=[CH:46][S:47][C:48]=1[CH:49]=O)[CH3:43].